Dataset: NCI-60 drug combinations with 297,098 pairs across 59 cell lines. Task: Regression. Given two drug SMILES strings and cell line genomic features, predict the synergy score measuring deviation from expected non-interaction effect. (1) Drug 1: CC1=C(C=C(C=C1)NC(=O)C2=CC=C(C=C2)CN3CCN(CC3)C)NC4=NC=CC(=N4)C5=CN=CC=C5. Drug 2: CC1CCCC2(C(O2)CC(NC(=O)CC(C(C(=O)C(C1O)C)(C)C)O)C(=CC3=CSC(=N3)C)C)C. Cell line: DU-145. Synergy scores: CSS=49.7, Synergy_ZIP=8.17, Synergy_Bliss=4.67, Synergy_Loewe=-33.5, Synergy_HSA=1.91. (2) Drug 1: C1CCC(CC1)NC(=O)N(CCCl)N=O. Drug 2: COC1=NC(=NC2=C1N=CN2C3C(C(C(O3)CO)O)O)N. Cell line: NCI-H460. Synergy scores: CSS=19.4, Synergy_ZIP=0.121, Synergy_Bliss=2.68, Synergy_Loewe=4.29, Synergy_HSA=3.70. (3) Drug 1: CC1C(C(CC(O1)OC2CC(CC3=C2C(=C4C(=C3O)C(=O)C5=C(C4=O)C(=CC=C5)OC)O)(C(=O)CO)O)N)O.Cl. Drug 2: CC12CCC3C(C1CCC2O)C(CC4=C3C=CC(=C4)O)CCCCCCCCCS(=O)CCCC(C(F)(F)F)(F)F. Cell line: UACC-257. Synergy scores: CSS=10.9, Synergy_ZIP=-6.68, Synergy_Bliss=-0.498, Synergy_Loewe=-4.78, Synergy_HSA=-1.01. (4) Drug 1: CNC(=O)C1=CC=CC=C1SC2=CC3=C(C=C2)C(=NN3)C=CC4=CC=CC=N4. Drug 2: C1C(C(OC1N2C=NC3=C2NC=NCC3O)CO)O. Cell line: LOX IMVI. Synergy scores: CSS=1.41, Synergy_ZIP=-3.28, Synergy_Bliss=-3.88, Synergy_Loewe=-1.67, Synergy_HSA=-1.37. (5) Drug 1: CC(C)CN1C=NC2=C1C3=CC=CC=C3N=C2N. Drug 2: B(C(CC(C)C)NC(=O)C(CC1=CC=CC=C1)NC(=O)C2=NC=CN=C2)(O)O. Cell line: SF-295. Synergy scores: CSS=30.0, Synergy_ZIP=-0.897, Synergy_Bliss=-5.33, Synergy_Loewe=-18.8, Synergy_HSA=-5.88. (6) Cell line: SF-268. Drug 1: C1=C(C(=O)NC(=O)N1)F. Synergy scores: CSS=22.2, Synergy_ZIP=6.93, Synergy_Bliss=6.56, Synergy_Loewe=-10.1, Synergy_HSA=2.78. Drug 2: COC1=NC(=NC2=C1N=CN2C3C(C(C(O3)CO)O)O)N. (7) Drug 1: CC12CCC3C(C1CCC2O)C(CC4=C3C=CC(=C4)O)CCCCCCCCCS(=O)CCCC(C(F)(F)F)(F)F. Drug 2: B(C(CC(C)C)NC(=O)C(CC1=CC=CC=C1)NC(=O)C2=NC=CN=C2)(O)O. Cell line: EKVX. Synergy scores: CSS=35.5, Synergy_ZIP=0.0583, Synergy_Bliss=-0.329, Synergy_Loewe=-5.13, Synergy_HSA=-5.01.